This data is from Forward reaction prediction with 1.9M reactions from USPTO patents (1976-2016). The task is: Predict the product of the given reaction. (1) Given the reactants [Cl:1][C:2]1[C:3]([C:18]2[C:23]([CH3:24])=[CH:22][C:21]([CH3:25])=[CH:20][N:19]=2)=[CH:4][C:5]([N:8]2[CH2:13][CH2:12][C:11]3[N:14]=[C:15]([NH2:17])[S:16][C:10]=3[CH2:9]2)=[N:6][CH:7]=1.[C:26](O)(=[O:28])[CH3:27].CCN(C(C)C)C(C)C.CN(C(ON1N=NC2C=CC=NC1=2)=[N+](C)C)C.F[P-](F)(F)(F)(F)F, predict the reaction product. The product is: [Cl:1][C:2]1[C:3]([C:18]2[C:23]([CH3:24])=[CH:22][C:21]([CH3:25])=[CH:20][N:19]=2)=[CH:4][C:5]([N:8]2[CH2:13][CH2:12][C:11]3[N:14]=[C:15]([NH:17][C:26](=[O:28])[CH3:27])[S:16][C:10]=3[CH2:9]2)=[N:6][CH:7]=1. (2) Given the reactants Cl[C:2]1[C:7]([N+:8]([O-:10])=[O:9])=[C:6]([NH:11][C:12](=[O:23])[C:13]2[C:18]([Cl:19])=[CH:17][C:16]([C:20]#[N:21])=[CH:15][C:14]=2[Cl:22])[CH:5]=[CH:4][N:3]=1.[CH3:24][C:25]1[N:30]=[C:29]([NH2:31])[CH:28]=[C:27]([CH3:32])[N:26]=1.C([O-])([O-])=O.[Cs+].[Cs+].C1(P(C2C=CC=CC=2)C2C3OC4C(=CC=CC=4P(C4C=CC=CC=4)C4C=CC=CC=4)C(C)(C)C=3C=CC=2)C=CC=CC=1, predict the reaction product. The product is: [Cl:22][C:14]1[CH:15]=[C:16]([C:20]#[N:21])[CH:17]=[C:18]([Cl:19])[C:13]=1[C:12]([NH:11][C:6]1[CH:5]=[CH:4][N:3]=[C:2]([NH:31][C:29]2[CH:28]=[C:27]([CH3:32])[N:26]=[C:25]([CH3:24])[N:30]=2)[C:7]=1[N+:8]([O-:10])=[O:9])=[O:23]. (3) Given the reactants C([N:8]1[C:12]2=[N:13][C:14]([F:17])=[CH:15][CH:16]=[C:11]2[C:10]([CH2:18][Br:19])=[N:9]1)(OC(C)(C)C)=O, predict the reaction product. The product is: [Br:19][CH2:18][C:10]1[C:11]2[C:12](=[N:13][C:14]([F:17])=[CH:15][CH:16]=2)[NH:8][N:9]=1.